Dataset: Forward reaction prediction with 1.9M reactions from USPTO patents (1976-2016). Task: Predict the product of the given reaction. (1) The product is: [O-:27][S:24]([C:23]([F:36])([F:35])[F:22])(=[O:26])=[O:25].[CH2:1]([C:3]1[CH:8]=[CH:7][CH:6]=[C:5]([CH2:9][CH3:10])[C:4]=1[N+:11]1[C:19]([CH3:20])([CH3:18])[CH2:14][C:13]([CH3:23])([CH3:15])[CH:12]=1)[CH3:2]. Given the reactants [CH2:1]([C:3]1[CH:8]=[CH:7][CH:6]=[C:5]([CH2:9][CH3:10])[C:4]=1[N-:11][CH:12]=[C:13]([CH3:15])[CH3:14])[CH3:2].[Li+].O1[C:19](C)([CH3:20])[CH2:18]1.[F:22][C:23]([F:36])([F:35])[S:24]([O:27]S(C(F)(F)F)(=O)=O)(=[O:26])=[O:25], predict the reaction product. (2) The product is: [NH2:12][C:6]1[C:5]([N+:22]([O-:24])=[O:23])=[CH:4][CH:3]=[C:2]([Cl:1])[C:7]=1[C:8]([O:10][CH3:11])=[O:9]. Given the reactants [Cl:1][C:2]1[C:7]([C:8]([O:10][CH3:11])=[O:9])=[C:6]([NH:12]CC2C=CC(OC)=CC=2)[C:5]([N+:22]([O-:24])=[O:23])=[CH:4][CH:3]=1.C(O)(C(F)(F)F)=O.C([O-])(O)=O.[Na+], predict the reaction product. (3) Given the reactants N[C:2]1[CH:3]=[CH:4][C:5]([CH3:11])=[C:6]([CH:10]=1)[C:7]([OH:9])=[O:8].S(=O)(=O)(O)[OH:13].N([O-])=O.[Na+].CC(=O)OCC, predict the reaction product. The product is: [OH:13][C:2]1[CH:3]=[CH:4][C:5]([CH3:11])=[C:6]([CH:10]=1)[C:7]([OH:9])=[O:8]. (4) Given the reactants C([C@H](NC(=O)C1C=C(C2C=CC=CC=2)C=C(N2CCCC2=O)C=1)[C@@H](O)C[C@H](C(=O)NCCC(C)(C)C)C)C1C=CC=CC=1.[CH:44]([C@H:47]1[CH2:51][O:50][C:49](=[O:52])[N:48]1[C:53]1[CH:54]=[C:55]([CH:59]=[CH:60][CH:61]=1)[C:56]([OH:58])=O)([CH3:46])[CH3:45].[CH:62]12[CH2:68][CH:65]([CH2:66][CH2:67]1)[CH2:64][CH:63]2[NH:69][C:70](=[O:85])[C@H:71]([CH3:84])[CH2:72][C@H:73]([OH:83])[C@@H:74]([NH2:82])[CH2:75][C:76]1[CH:81]=[CH:80][CH:79]=[CH:78][CH:77]=1, predict the reaction product. The product is: [CH2:75]([C@H:74]([NH:82][C:56](=[O:58])[C:55]1[CH:59]=[CH:60][CH:61]=[C:53]([N:48]2[C@@H:47]([CH:44]([CH3:45])[CH3:46])[CH2:51][O:50][C:49]2=[O:52])[CH:54]=1)[C@@H:73]([OH:83])[CH2:72][C@H:71]([C:70](=[O:85])[NH:69][CH:63]1[CH2:64][CH:65]2[CH2:68][CH:62]1[CH2:67][CH2:66]2)[CH3:84])[C:76]1[CH:77]=[CH:78][CH:79]=[CH:80][CH:81]=1. (5) Given the reactants [CH3:1][C:2]1([CH3:26])[CH:11]=[CH:10][C:9]2[N:8]=[CH:7][N:6]=[C:5]([N:12]3[CH2:18][C:17]4[CH:19]=[C:20](B(O)O)[CH:21]=[CH:22][C:16]=4[O:15][CH2:14][CH2:13]3)[C:4]=2[CH2:3]1.[NH2:27][C:28]1[C:33]([S:34]([N:37]2[CH2:41][CH2:40][C@@H:39]([NH:42]C(=O)OC(C)(C)C)[CH2:38]2)(=[O:36])=[O:35])=[CH:32][C:31](Br)=[CH:30][N:29]=1, predict the reaction product. The product is: [NH2:42][C@@H:39]1[CH2:40][CH2:41][N:37]([S:34]([C:33]2[C:28]([NH2:27])=[N:29][CH:30]=[C:31]([C:20]3[CH:21]=[CH:22][C:16]4[O:15][CH2:14][CH2:13][N:12]([C:5]5[C:4]6[CH2:3][C:2]([CH3:1])([CH3:26])[CH:11]=[CH:10][C:9]=6[N:8]=[CH:7][N:6]=5)[CH2:18][C:17]=4[CH:19]=3)[CH:32]=2)(=[O:35])=[O:36])[CH2:38]1. (6) Given the reactants [CH3:1][N:2]1[C:10]2[C:5](=[CH:6][C:7]([N+:11]([O-:13])=[O:12])=[CH:8][CH:9]=2)[C:4]([C:14]2[CH:19]=[CH:18][CH:17]=[CH:16][CH:15]=2)=[C:3]1[C:20]([O:22]CC)=[O:21].[OH-].[K+], predict the reaction product. The product is: [CH3:1][N:2]1[C:10]2[C:5](=[CH:6][C:7]([N+:11]([O-:13])=[O:12])=[CH:8][CH:9]=2)[C:4]([C:14]2[CH:19]=[CH:18][CH:17]=[CH:16][CH:15]=2)=[C:3]1[C:20]([OH:22])=[O:21]. (7) Given the reactants [Br:1][C:2]1[CH:3]=[C:4]([F:18])[C:5]2[O:9][CH:8]([C:10]3([OH:16])[CH2:15][CH2:14][NH:13][CH2:12][CH2:11]3)[CH2:7][C:6]=2[CH:17]=1.Cl[C:20]1[N:25]=[CH:24][C:23]([CH2:26][CH2:27][CH3:28])=[CH:22][N:21]=1.C([O-])([O-])=O.[K+].[K+], predict the reaction product. The product is: [Br:1][C:2]1[CH:3]=[C:4]([F:18])[C:5]2[O:9][CH:8]([C:10]3([OH:16])[CH2:11][CH2:12][N:13]([C:20]4[N:25]=[CH:24][C:23]([CH2:26][CH2:27][CH3:28])=[CH:22][N:21]=4)[CH2:14][CH2:15]3)[CH2:7][C:6]=2[CH:17]=1. (8) Given the reactants [N+:1]([C:4]1[CH:8]=[CH:7][NH:6][N:5]=1)([O-:3])=[O:2].[H-].[Na+].Br[CH2:12][C:13]([NH2:15])=[O:14], predict the reaction product. The product is: [N+:1]([C:4]1[CH:8]=[CH:7][N:6]([CH2:12][C:13]([NH2:15])=[O:14])[N:5]=1)([O-:3])=[O:2].